Task: Regression/Classification. Given a drug SMILES string, predict its toxicity properties. Task type varies by dataset: regression for continuous values (e.g., LD50, hERG inhibition percentage) or binary classification for toxic/non-toxic outcomes (e.g., AMES mutagenicity, cardiotoxicity, hepatotoxicity). Dataset: clintox.. Dataset: Clinical trial toxicity outcomes and FDA approval status for drugs (1) The drug is C[NH2+][C@@H]1[C@H](O[C@H]2[C@H](O[C@@H]3[C@@H](NC(N)=[NH2+])[C@H](O)[C@@H](NC(N)=[NH2+])[C@H](O)[C@H]3O)O[C@@H](C)[C@]2(O)C=O)O[C@@H](CO)[C@H](O)[C@H]1O. The result is 0 (passed clinical trial). (2) The compound is CC(C)CN(C[C@@H](O)[C@H](Cc1ccccc1)NC(=O)O[C@H]1CO[C@H]2OCC[C@@H]12)S(=O)(=O)c1ccc(N)cc1. The result is 0 (passed clinical trial).